Predict the reactants needed to synthesize the given product. From a dataset of Full USPTO retrosynthesis dataset with 1.9M reactions from patents (1976-2016). (1) The reactants are: [CH3:1][O:2][C:3](=[O:12])[C:4]1[CH:9]=[CH:8][CH:7]=[N:6][C:5]=1[CH2:10][Cl:11].C1C=C(Cl)C=C(C(OO)=[O:21])C=1. Given the product [Cl:11][CH2:10][C:5]1[C:4]([C:3]([O:2][CH3:1])=[O:12])=[CH:9][CH:8]=[CH:7][N+:6]=1[O-:21], predict the reactants needed to synthesize it. (2) Given the product [OH:13][C:10]1[CH:9]=[CH:8][C:7]([N:1]2[CH2:2][CH2:3][N:4]([C:29]3[N:30]=[C:14]([OH:17])[C:15]4[S:45][CH2:44][CH2:43][C:27]=4[N:28]=3)[CH2:5][CH2:6]2)=[CH:12][CH:11]=1, predict the reactants needed to synthesize it. The reactants are: [N:1]1([C:7]2[CH:12]=[CH:11][C:10]([OH:13])=[CH:9][CH:8]=2)[CH2:6][CH2:5][NH:4][CH2:3][CH2:2]1.[C:14]([OH:17])(=O)[CH3:15].C1(NC2C3[S:45][CH2:44][CH2:43][C:27]=3[N:28]=[C:29](N3CCN(C4C=CC=CC=4)CC3)[N:30]=2)CCCCC1. (3) Given the product [C:26]([O:1][CH2:2][C:3]1[CH:4]=[CH:5][C:6]([N:9]=[N:10][C:11]2[CH:12]=[CH:13][CH:14]=[CH:15][CH:16]=2)=[CH:7][CH:8]=1)(=[O:30])[C:27]([CH3:29])=[CH2:28], predict the reactants needed to synthesize it. The reactants are: [OH:1][CH2:2][C:3]1[CH:8]=[CH:7][C:6]([N:9]=[N:10][C:11]2[CH:16]=[CH:15][CH:14]=[CH:13][CH:12]=2)=[CH:5][CH:4]=1.C(N(C(C)C)CC)(C)C.[C:26](Cl)(=[O:30])[C:27]([CH3:29])=[CH2:28].Cl. (4) Given the product [CH2:32]([O:31][C:30]([NH:29][CH2:28][CH2:27][CH2:26][NH:1][C:2]1[CH:7]=[CH:6][CH:5]=[CH:4][C:3]=1[C:8](=[O:24])[CH2:9][CH2:10][CH:11]1[CH2:12][CH2:13][N:14]([C:17]([O:19][C:20]([CH3:21])([CH3:23])[CH3:22])=[O:18])[CH2:15][CH2:16]1)=[O:39])[C:33]1[CH:38]=[CH:37][CH:36]=[CH:35][CH:34]=1, predict the reactants needed to synthesize it. The reactants are: [NH2:1][C:2]1[CH:7]=[CH:6][CH:5]=[CH:4][C:3]=1[C:8](=[O:24])[CH2:9][CH2:10][CH:11]1[CH2:16][CH2:15][N:14]([C:17]([O:19][C:20]([CH3:23])([CH3:22])[CH3:21])=[O:18])[CH2:13][CH2:12]1.O=[CH:26][CH2:27][CH2:28][NH:29][C:30](=[O:39])[O:31][CH2:32][C:33]1[CH:38]=[CH:37][CH:36]=[CH:35][CH:34]=1.C(O[BH-](OC(=O)C)OC(=O)C)(=O)C.[Na+]. (5) The reactants are: Cl[C:2]1[C:7]([C:8]#[N:9])=[C:6]([CH3:10])[N:5]=[C:4]([S:11][CH3:12])[N:3]=1.C1(S([N:22]2[CH:26]=[C:25]([NH2:27])[CH:24]=[N:23]2)(=O)=O)C=CC=CC=1.CC1C=CC(S(O)(=O)=O)=CC=1. Given the product [CH3:10][C:6]1[C:7]([C:8]#[N:9])=[C:2]([NH:27][C:25]2[CH:26]=[N:22][NH:23][CH:24]=2)[N:3]=[C:4]([S:11][CH3:12])[N:5]=1, predict the reactants needed to synthesize it.